This data is from Full USPTO retrosynthesis dataset with 1.9M reactions from patents (1976-2016). The task is: Predict the reactants needed to synthesize the given product. (1) Given the product [CH3:52][C:51]([CH3:54])([CH3:53])[CH:46]([NH:45][C:20]([C:17]1[CH:16]=[CH:15][C:14]([C:3]2[CH:4]=[C:5]([C:8]3[O:9][C:10]([CH3:13])=[N:11][N:12]=3)[CH:6]=[CH:7][C:2]=2[CH3:1])=[CH:19][CH:18]=1)=[O:21])[C:47]([NH:49][CH3:50])=[O:48], predict the reactants needed to synthesize it. The reactants are: [CH3:1][C:2]1[CH:7]=[CH:6][C:5]([C:8]2[O:9][C:10]([CH3:13])=[N:11][N:12]=2)=[CH:4][C:3]=1[C:14]1[CH:19]=[CH:18][C:17]([C:20](O)=[O:21])=[CH:16][CH:15]=1.C1C=CC2N(O)N=NC=2C=1.Cl.CN(C)CCCN=C=NCC.[NH2:45][CH:46]([C:51]([CH3:54])([CH3:53])[CH3:52])[C:47]([NH:49][CH3:50])=[O:48]. (2) Given the product [CH3:1][NH:8][CH2:9][CH2:10][CH:11]1[CH2:16][CH2:15][N:14]([C:17]2[CH:18]=[CH:19][N:20]=[CH:21][CH:22]=2)[CH2:13][CH2:12]1, predict the reactants needed to synthesize it. The reactants are: [CH2:1]([N:8](C)[CH2:9][CH2:10][CH:11]1[CH2:16][CH2:15][N:14]([C:17]2[CH:22]=[CH:21][N:20]=[CH:19][CH:18]=2)[CH2:13][CH2:12]1)C1C=CC=CC=1. (3) Given the product [NH2:53][NH:54][C:55]([NH2:57])=[O:56].[CH2:1]([N:8]1[C@@H:13]2[C@@H:14]([C:16]([OH:18])=[O:17])[CH2:15][C@@:9]1([C:39]1[CH:44]=[CH:43][CH:42]=[CH:41][CH:40]=1)[C@H:10]([O:23][CH2:24][C:25]1[CH:26]=[C:27]([C:35]([F:37])([F:38])[F:36])[CH:28]=[C:29]([C:31]([F:32])([F:33])[F:34])[CH:30]=1)[CH2:11][CH2:12]2)[C:2]1[CH:7]=[CH:6][CH:5]=[CH:4][CH:3]=1, predict the reactants needed to synthesize it. The reactants are: [CH2:1]([N:8]1[C@@H:13]2[C@@H:14]([C:16]([O:18]C(C)(C)C)=[O:17])[CH2:15][C@@:9]1([C:39]1[CH:44]=[CH:43][CH:42]=[CH:41][CH:40]=1)[C@H:10]([O:23][CH2:24][C:25]1[CH:30]=[C:29]([C:31]([F:34])([F:33])[F:32])[CH:28]=[C:27]([C:35]([F:38])([F:37])[F:36])[CH:26]=1)[CH2:11][CH2:12]2)[C:2]1[CH:7]=[CH:6][CH:5]=[CH:4][CH:3]=1.FC(F)(F)C(O)=O.Cl.[NH2:53][NH:54][C:55]([NH2:57])=[O:56].C(N(CC)CC)C.Cl.CN(C)CCCN=C=NCC. (4) Given the product [CH3:21][O:20][CH2:19][N:18]1[C:17]2[CH:22]=[C:23]([CH2:30][CH2:29][OH:28])[CH:24]=[CH:25][C:16]=2[S:15][C:14]2[N:26]=[CH:27][CH:11]=[N:12][C:13]1=2, predict the reactants needed to synthesize it. The reactants are: [Si](OCC[C:11]1[CH:27]=[N:26][C:14]2[S:15][C:16]3[CH:25]=[CH:24][CH:23]=[CH:22][C:17]=3[N:18]([CH2:19][O:20][CH3:21])[C:13]=2[N:12]=1)(C(C)(C)C)(C)C.[O:28]1CC[CH2:30][CH2:29]1. (5) Given the product [CH3:22][N:23]([C:24](=[O:31])[CH2:25][CH2:33][CH2:32][O:34][CH2:1][C:2]1[CH:3]=[CH:4][CH:5]=[CH:6][CH:7]=1)[NH:29][CH3:30], predict the reactants needed to synthesize it. The reactants are: [CH2:1](CCCC(O)=O)[C:2]1[CH:7]=[CH:6][CH:5]=[CH:4][CH:3]=1.C(N1[CH:25]=[CH:24][N:23]=[CH:22]1)([N:23]1[CH:24]=[CH:25]N=[CH:22]1)=O.Cl.CN[NH:29][CH3:30].[OH2:31].[C:32](OCC)(=[O:34])[CH3:33]. (6) Given the product [F:1][C:2]1[CH:7]=[C:6]([N+:8]([O-:10])=[O:9])[C:5]([F:11])=[CH:4][C:3]=1[CH2:12][C:13]([OH:15])=[O:14], predict the reactants needed to synthesize it. The reactants are: [F:1][C:2]1[CH:7]=[C:6]([N+:8]([O-:10])=[O:9])[C:5]([F:11])=[CH:4][C:3]=1[CH:12](C(OCC)=O)[C:13]([O:15]CC)=[O:14].Cl.